From a dataset of Full USPTO retrosynthesis dataset with 1.9M reactions from patents (1976-2016). Predict the reactants needed to synthesize the given product. (1) Given the product [O:38]([C:36]([CH2:35][CH2:34][C:21]1([CH2:20][C:7]2([CH2:6][CH2:5][C:3]([O:2][C:1]3[CH:60]=[CH:61][CH:56]=[CH:57][CH:58]=3)=[O:4])[C:19]3[CH:18]=[CH:17][CH:16]=[CH:15][C:14]=3[C:13]3[C:8]2=[CH:9][CH:10]=[CH:11][CH:12]=3)[C:33]2[CH:32]=[CH:31][CH:30]=[CH:29][C:28]=2[C:27]2[C:22]1=[CH:23][CH:24]=[CH:25][CH:26]=2)=[O:37])[C:39]1[CH:46]=[CH:47][CH:42]=[CH:43][CH:44]=1, predict the reactants needed to synthesize it. The reactants are: [CH3:1][O:2][C:3]([CH2:5][CH2:6][C:7]1([CH2:20][C:21]2([CH2:34][CH2:35][C:36]([O:38][CH3:39])=[O:37])[C:33]3[CH:32]=[CH:31][CH:30]=[CH:29][C:28]=3[C:27]3[C:22]2=[CH:23][CH:24]=[CH:25][CH:26]=3)[C:19]2[CH:18]=[CH:17][CH:16]=[CH:15][C:14]=2[C:13]2[C:8]1=[CH:9][CH:10]=[CH:11][CH:12]=2)=[O:4].C(=O)(O[C:42]1[CH:47]=[CH:46]C=[CH:44][CH:43]=1)O[C:42]1[CH:47]=[CH:46]C=[CH:44][CH:43]=1.[C:56]1(C)[CH:61]=[CH:60]C=[CH:58][CH:57]=1. (2) Given the product [CH2:1]([NH:3][CH:4]1[CH2:8][CH2:7][N:6]([C:10]2[CH:15]=[CH:14][C:13]([N+:16]([O-:18])=[O:17])=[CH:12][CH:11]=2)[CH2:5]1)[CH3:2], predict the reactants needed to synthesize it. The reactants are: [CH2:1]([NH:3][CH:4]1[CH2:8][CH2:7][NH:6][CH2:5]1)[CH3:2].F[C:10]1[CH:15]=[CH:14][C:13]([N+:16]([O-:18])=[O:17])=[CH:12][CH:11]=1. (3) Given the product [NH2:29][C:19]1[C:18]2[C:22](=[CH:23][CH:24]=[C:16]([NH:15][C:13]([C:10]3([C:8]4[CH:7]=[CH:6][C:5]5[O:1][CH2:2][O:3][C:4]=5[CH:9]=4)[CH2:12][CH2:11]3)=[O:14])[CH:17]=2)[NH:21][C:20]=1[C:25]([CH3:28])([CH3:27])[CH3:26], predict the reactants needed to synthesize it. The reactants are: [O:1]1[C:5]2[CH:6]=[CH:7][C:8]([C:10]3([C:13]([NH:15][C:16]4[CH:17]=[C:18]5[C:22](=[CH:23][CH:24]=4)[NH:21][C:20]([C:25]([CH3:28])([CH3:27])[CH3:26])=[CH:19]5)=[O:14])[CH2:12][CH2:11]3)=[CH:9][C:4]=2[O:3][CH2:2]1.[N:29]([O-])=O.[Na+]. (4) Given the product [O:21]=[C:15]1[CH:14]([N:7]2[C:6](=[O:22])[C:5]3[C:9](=[CH:10][CH:11]=[CH:12][C:4]=3[CH2:3][NH:2][C:27](=[O:28])[C:26]3[CH:30]=[CH:31][C:32]([C:33]([F:34])([F:35])[F:36])=[C:24]([F:23])[CH:25]=3)[C:8]2=[O:13])[CH2:19][CH2:18][C:17](=[O:20])[NH:16]1, predict the reactants needed to synthesize it. The reactants are: Cl.[NH2:2][CH2:3][C:4]1[CH:12]=[CH:11][CH:10]=[C:9]2[C:5]=1[C:6](=[O:22])[N:7]([CH:14]1[CH2:19][CH2:18][C:17](=[O:20])[NH:16][C:15]1=[O:21])[C:8]2=[O:13].[F:23][C:24]1[CH:25]=[C:26]([CH:30]=[CH:31][C:32]=1[C:33]([F:36])([F:35])[F:34])[C:27](Cl)=[O:28].C(N(C(C)C)CC)(C)C. (5) Given the product [CH3:9][O:10][CH2:11][C:12]1[S:13][C:2]2[CH:8]=[CH:7][CH:6]=[CH:5][C:3]=2[N:4]=1, predict the reactants needed to synthesize it. The reactants are: I[C:2]1[CH:8]=[CH:7][CH:6]=[CH:5][C:3]=1[NH2:4].[CH3:9][O:10][CH2:11][C:12](N)=[S:13].[O-2].[Ca+2]. (6) Given the product [NH:1]1[C:9]2[C:4](=[N:5][CH:6]=[CH:7][CH:8]=2)[C:3]([CH:20]=[O:21])=[CH:2]1, predict the reactants needed to synthesize it. The reactants are: [NH:1]1[C:9]2[C:4](=[N:5][CH:6]=[CH:7][CH:8]=2)[CH:3]=[CH:2]1.C1N2CN3CN(C2)CN1C3.[C:20](O)(C(F)(F)F)=[O:21]. (7) The reactants are: C([O:3][C:4](=[O:33])[CH2:5][CH:6]1[S:10][C:9]([C:11]2[NH:12][C:13]3[C:18]([CH:19]=2)=[CH:17][C:16]([O:20][C:21]2[CH:22]=[N:23][C:24]([S:27]([CH3:30])(=[O:29])=[O:28])=[CH:25][CH:26]=2)=[CH:15][C:14]=3[CH2:31][CH3:32])=[N:8][CH2:7]1)C.CO.[OH-].[K+]. Given the product [CH2:31]([C:14]1[CH:15]=[C:16]([O:20][C:21]2[CH:22]=[N:23][C:24]([S:27]([CH3:30])(=[O:28])=[O:29])=[CH:25][CH:26]=2)[CH:17]=[C:18]2[C:13]=1[NH:12][C:11]([C:9]1[S:10][CH:6]([CH2:5][C:4]([OH:33])=[O:3])[CH2:7][N:8]=1)=[CH:19]2)[CH3:32], predict the reactants needed to synthesize it.